Task: Regression. Given a peptide amino acid sequence and an MHC pseudo amino acid sequence, predict their binding affinity value. This is MHC class I binding data.. Dataset: Peptide-MHC class I binding affinity with 185,985 pairs from IEDB/IMGT (1) The peptide sequence is HHAYQGDYK. The MHC is HLA-A11:01 with pseudo-sequence HLA-A11:01. The binding affinity (normalized) is 0. (2) The peptide sequence is MAMTGLPQA. The MHC is HLA-B39:01 with pseudo-sequence HLA-B39:01. The binding affinity (normalized) is 0.0847. (3) The peptide sequence is GTVPTDNPF. The MHC is HLA-A02:19 with pseudo-sequence HLA-A02:19. The binding affinity (normalized) is 0.0847. (4) The peptide sequence is MLSTVLGV. The MHC is HLA-A02:02 with pseudo-sequence HLA-A02:02. The binding affinity (normalized) is 0.647. (5) The peptide sequence is LPFDRTTVM. The MHC is HLA-B54:01 with pseudo-sequence HLA-B54:01. The binding affinity (normalized) is 0.288. (6) The peptide sequence is HPKKVKQAF. The MHC is HLA-A03:01 with pseudo-sequence HLA-A03:01. The binding affinity (normalized) is 0.213. (7) The peptide sequence is APRRRDEEL. The MHC is HLA-A31:01 with pseudo-sequence HLA-A31:01. The binding affinity (normalized) is 0.0847.